From a dataset of Full USPTO retrosynthesis dataset with 1.9M reactions from patents (1976-2016). Predict the reactants needed to synthesize the given product. (1) Given the product [Br:31][C:29]1[CH:30]=[C:25]2[C:26]([C:32](=[O:34])[NH:33][C:23]([CH:19]3[CH2:20][CH2:21][CH2:22][N:18]3[C:16]([O:15][CH2:14][CH:12]3[C:11]4[CH:10]=[CH:9][CH:8]=[CH:7][C:6]=4[C:5]4[C:13]3=[CH:1][CH:2]=[CH:3][CH:4]=4)=[O:17])=[N:24]2)=[CH:27][CH:28]=1, predict the reactants needed to synthesize it. The reactants are: [CH:1]1[C:13]2[CH:12]([CH2:14][O:15][C:16]([N:18]3[CH2:22][CH2:21][CH2:20][CH:19]3[C:23](=O)[NH:24][C:25]3[CH:30]=[C:29]([Br:31])[CH:28]=[CH:27][C:26]=3[C:32](=[O:34])[NH2:33])=[O:17])[C:11]3[C:6](=[CH:7][CH:8]=[CH:9][CH:10]=3)[C:5]=2[CH:4]=[CH:3][CH:2]=1. (2) Given the product [Cl:1][C:2]1[CH:10]=[C:9]2[C:5]([C:6]([C:11]([N:13]3[CH2:14][CH2:15][CH:16]([C:19]4[C:24]([O:25][CH3:26])=[CH:23][CH:22]=[CH:21][C:20]=4[O:27][CH3:28])[CH2:17][CH2:18]3)=[O:12])=[CH:7][N:8]2[CH2:30][C:31]([OH:33])=[O:32])=[CH:4][CH:3]=1, predict the reactants needed to synthesize it. The reactants are: [Cl:1][C:2]1[CH:10]=[C:9]2[C:5]([C:6]([C:11]([N:13]3[CH2:18][CH2:17][CH:16]([C:19]4[C:24]([O:25][CH3:26])=[CH:23][CH:22]=[CH:21][C:20]=4[O:27][CH3:28])[CH2:15][CH2:14]3)=[O:12])=[CH:7][NH:8]2)=[CH:4][CH:3]=1.Br[CH2:30][C:31]([OH:33])=[O:32]. (3) The reactants are: [CH2:1]([C:3]1[O:4][C:5]2[CH:11]=[CH:10][CH:9]=[CH:8][C:6]=2[CH:7]=1)[CH3:2].N#N.[C:14]([C:18]1[CH:19]=[C:20]([CH:24]=[C:25]([C:28]([CH3:31])([CH3:30])[CH3:29])[C:26]=1[OH:27])[C:21](Cl)=[O:22])([CH3:17])([CH3:16])[CH3:15].[Sn](Cl)(Cl)(Cl)Cl. Given the product [C:28]([C:25]1[CH:24]=[C:20]([C:21]([C:7]2[C:6]3[CH:8]=[CH:9][CH:10]=[CH:11][C:5]=3[O:4][C:3]=2[CH2:1][CH3:2])=[O:22])[CH:19]=[C:18]([C:14]([CH3:17])([CH3:16])[CH3:15])[C:26]=1[OH:27])([CH3:31])([CH3:29])[CH3:30], predict the reactants needed to synthesize it. (4) Given the product [C:1]1([N:7]2[CH2:11][CH2:10][CH2:9][CH2:8]2)[CH2:5][CH2:4][CH2:3][CH:2]=1, predict the reactants needed to synthesize it. The reactants are: [C:1]1(=O)[CH2:5][CH2:4][CH2:3][CH2:2]1.[NH:7]1[CH2:11][CH2:10][CH2:9][CH2:8]1.C1(C)C=CC(S(O)(=O)=O)=CC=1. (5) The reactants are: Cl[C:2]1[CH:20]=[CH:19][C:5]([C:6]([NH:8][C:9]2[CH:18]=[C:17]3[C:12]([CH:13]=[CH:14][CH:15]=[N:16]3)=[CH:11][CH:10]=2)=[O:7])=[CH:4][N:3]=1.[Cl:21][C:22]1[CH:27]=[CH:26][C:25](B(O)O)=[CH:24][CH:23]=1. Given the product [Cl:21][C:22]1[CH:27]=[CH:26][C:25]([C:2]2[CH:20]=[CH:19][C:5]([C:6]([NH:8][C:9]3[CH:18]=[C:17]4[C:12]([CH:13]=[CH:14][CH:15]=[N:16]4)=[CH:11][CH:10]=3)=[O:7])=[CH:4][N:3]=2)=[CH:24][CH:23]=1, predict the reactants needed to synthesize it.